From a dataset of Forward reaction prediction with 1.9M reactions from USPTO patents (1976-2016). Predict the product of the given reaction. (1) Given the reactants [CH:1]1([C@@H:7]2[CH2:12][CH2:11][N:10]([C:13]([O:15][CH2:16][C:17]3[CH:22]=[CH:21][CH:20]=[CH:19][CH:18]=3)=[O:14])[CH2:9][C@H:8]2[NH:23][C:24](OC2C=CC([N+]([O-])=O)=CC=2)=[O:25])[CH2:6][CH2:5][CH2:4][CH2:3][CH2:2]1.[Cl:36][C:37]1[C:38]([F:57])=[C:39]([C@:43]([C@@H:51]2[CH2:56][CH2:55][CH2:54][NH:53][CH2:52]2)([OH:50])[CH2:44][CH2:45][CH2:46][CH2:47][O:48][CH3:49])[CH:40]=[CH:41][CH:42]=1.CCN(C(C)C)C(C)C, predict the reaction product. The product is: [Cl:36][C:37]1[C:38]([F:57])=[C:39]([C@:43]([C@@H:51]2[CH2:56][CH2:55][CH2:54][N:53]([C:24]([NH:23][C@H:8]3[C@H:7]([CH:1]4[CH2:2][CH2:3][CH2:4][CH2:5][CH2:6]4)[CH2:12][CH2:11][N:10]([C:13]([O:15][CH2:16][C:17]4[CH:18]=[CH:19][CH:20]=[CH:21][CH:22]=4)=[O:14])[CH2:9]3)=[O:25])[CH2:52]2)([OH:50])[CH2:44][CH2:45][CH2:46][CH2:47][O:48][CH3:49])[CH:40]=[CH:41][CH:42]=1. (2) Given the reactants [CH3:1][C@H:2]1[NH:7][C@@H:6]([CH3:8])[CH2:5][N:4]([C:9]2[C:10]([N+:16]([O-])=O)=[C:11]([CH:13]=[CH:14][CH:15]=2)[NH2:12])[CH2:3]1, predict the reaction product. The product is: [CH3:8][C@H:6]1[NH:7][C@@H:2]([CH3:1])[CH2:3][N:4]([C:9]2[CH:15]=[CH:14][CH:13]=[C:11]([NH2:12])[C:10]=2[NH2:16])[CH2:5]1. (3) Given the reactants [OH:1][C:2]1[C:9]([I:10])=[N:8][CH:7]=[CH:6][C:3]=1[CH:4]=O.[Cl:11][C:12]1[CH:13]=[C:14]([CH:16]=[CH:17][C:18]=1[F:19])[NH2:15].[Si]([C:24]#[N:25])(C)(C)C.[Si](OS(C(F)(F)F)(=O)=O)(C)(C)C, predict the reaction product. The product is: [Cl:11][C:12]1[CH:13]=[C:14]([NH:15][C:4]2[C:3]3[C:2](=[C:9]([I:10])[N:8]=[CH:7][CH:6]=3)[O:1][C:24]=2[NH2:25])[CH:16]=[CH:17][C:18]=1[F:19]. (4) Given the reactants [NH:1]1[CH2:6][CH2:5][CH:4]([NH:7][C:8]2[CH:17]=[CH:16][C:11]([C:12]([O:14][CH3:15])=[O:13])=[CH:10][N:9]=2)[CH2:3][CH2:2]1.[Cl:18][C:19]1[CH:27]=[CH:26][C:22]([C:23](O)=[O:24])=[CH:21][CH:20]=1.C1C=CC2N(O)N=NC=2C=1.CCN=C=NCCCN(C)C, predict the reaction product. The product is: [Cl:18][C:19]1[CH:27]=[CH:26][C:22]([C:23]([N:1]2[CH2:6][CH2:5][CH:4]([NH:7][C:8]3[CH:17]=[CH:16][C:11]([C:12]([O:14][CH3:15])=[O:13])=[CH:10][N:9]=3)[CH2:3][CH2:2]2)=[O:24])=[CH:21][CH:20]=1. (5) Given the reactants Br[C:2]1([C:8]([C:10]2[CH:15]=[CH:14][C:13]([S:16]([CH3:19])(=[O:18])=[O:17])=[CH:12][CH:11]=2)=[O:9])[CH2:7][CH2:6][CH2:5][CH2:4][CH2:3]1.[CH3:20][O-:21].[Na+].COC1(C2C=CC(SC)=CC=2)C2(CCCCC2)O1, predict the reaction product. The product is: [CH3:20][O:21][C:8]1([C:10]2[CH:15]=[CH:14][C:13]([S:16]([CH3:19])(=[O:18])=[O:17])=[CH:12][CH:11]=2)[C:2]2([CH2:7][CH2:6][CH2:5][CH2:4][CH2:3]2)[O:9]1. (6) Given the reactants [CH3:1][O:2][C:3](=[O:17])[CH2:4][CH2:5][CH2:6][CH2:7][CH2:8][O:9][C:10]1[CH:15]=[CH:14][C:13]([NH2:16])=[CH:12][CH:11]=1.C(N(CC)CC)C.[CH2:25]([O:32][CH2:33][C:34](Cl)=[O:35])[C:26]1[CH:31]=[CH:30][CH:29]=[CH:28][CH:27]=1, predict the reaction product. The product is: [CH3:1][O:2][C:3](=[O:17])[CH2:4][CH2:5][CH2:6][CH2:7][CH2:8][O:9][C:10]1[CH:15]=[CH:14][C:13]([NH:16][C:34](=[O:35])[CH2:33][O:32][CH2:25][C:26]2[CH:31]=[CH:30][CH:29]=[CH:28][CH:27]=2)=[CH:12][CH:11]=1. (7) Given the reactants [C:1]1([CH:7]2[CH2:12][NH:11][C:10](=O)[C:9](=O)[NH:8]2)[CH:6]=[CH:5][CH:4]=[CH:3][CH:2]=1.[H-].[H-].[H-].[H-].[Li+].[Al+3].[OH-].[K+], predict the reaction product. The product is: [C:1]1([CH:7]2[CH2:12][NH:11][CH2:10][CH2:9][NH:8]2)[CH:2]=[CH:3][CH:4]=[CH:5][CH:6]=1.